From a dataset of Reaction yield outcomes from USPTO patents with 853,638 reactions. Predict the reaction yield, written as a fraction of the theoretical maximum amount of product (1.0 means a 100% yield; for example, 0.34 means a 34% yield). (1) The reactants are [CH3:1][C:2]1[CH:3]=[C:4](CC#N)[CH:5]=[C:6]([CH3:9])[C:7]=1[OH:8].CO[CH2:15][CH2:16][O:17]C.[OH-:19].[K+]. The catalyst is O. The product is [CH3:1][C:2]1[CH:3]=[C:4]([CH2:15][C:16]([OH:17])=[O:19])[CH:5]=[C:6]([CH3:9])[C:7]=1[OH:8]. The yield is 0.0500. (2) The reactants are C[O:2][C:3](=[O:21])[C:4]1[CH:9]=[CH:8][C:7]([O:10][CH2:11][CH2:12][CH:13]([CH3:20])[CH2:14][CH2:15][CH2:16][CH:17]([CH3:19])[CH3:18])=[CH:6][CH:5]=1.[OH-].[K+].Cl. The catalyst is O1CCOCC1. The product is [CH3:20][CH:13]([CH2:14][CH2:15][CH2:16][CH:17]([CH3:19])[CH3:18])[CH2:12][CH2:11][O:10][C:7]1[CH:6]=[CH:5][C:4]([C:3]([OH:21])=[O:2])=[CH:9][CH:8]=1. The yield is 0.928. (3) The reactants are [Cl:1][C:2]1[CH:40]=[CH:39][C:5]2[N:6]([C:20](=[O:38])[C:21]3[CH:26]=[CH:25][C:24]([NH:27][C:28](=[O:36])[C:29]4[CH:34]=[CH:33][CH:32]=[CH:31][C:30]=4[CH3:35])=[CH:23][C:22]=3[CH3:37])[CH2:7][CH2:8][CH2:9][CH:10]([O:11][C:12]([CH2:14][CH2:15][CH2:16][C:17]([OH:19])=[O:18])=[O:13])[C:4]=2[CH:3]=1.C(=O)([O-])O.[Na+:45]. The catalyst is CC(C)=O. The product is [Cl:1][C:2]1[CH:40]=[CH:39][C:5]2[N:6]([C:20](=[O:38])[C:21]3[CH:26]=[CH:25][C:24]([NH:27][C:28](=[O:36])[C:29]4[CH:34]=[CH:33][CH:32]=[CH:31][C:30]=4[CH3:35])=[CH:23][C:22]=3[CH3:37])[CH2:7][CH2:8][CH2:9][CH:10]([O:11][C:12]([CH2:14][CH2:15][CH2:16][C:17]([O-:19])=[O:18])=[O:13])[C:4]=2[CH:3]=1.[Na+:45]. The yield is 0.450. (4) The reactants are [F:1][C:2]1[CH:7]=[CH:6][C:5]([F:8])=[CH:4][C:3]=1[C@H:9]1[CH2:13][CH2:12][CH2:11][N:10]1[C:14]1[CH:19]=[CH:18][N:17]2[N:20]=[CH:21][C:22]([NH2:23])=[C:16]2[N:15]=1.Cl[C:25](=[O:30])[C:26](OC)=[O:27].C[CH2:32][N:33](C(C)C)[CH:34](C)C.CNC. The catalyst is C(Cl)Cl. The product is [F:1][C:2]1[CH:7]=[CH:6][C:5]([F:8])=[CH:4][C:3]=1[C@H:9]1[CH2:13][CH2:12][CH2:11][N:10]1[C:14]1[CH:19]=[CH:18][N:17]2[N:20]=[CH:21][C:22]([NH:23][C:25](=[O:30])[C:26]([N:33]([CH3:34])[CH3:32])=[O:27])=[C:16]2[N:15]=1. The yield is 0.730. (5) The reactants are C(Cl)(=O)C(Cl)=O.CS(C)=O.[CH3:11][O:12][C:13](=[O:29])[CH2:14][O:15][CH2:16][CH2:17][CH2:18][CH2:19][N:20]1[C:25](=[O:26])[CH2:24][CH2:23][CH2:22][C@@H:21]1[CH2:27][OH:28].C(N(CC)CC)C.C([O-])(O)=O.[Na+]. The catalyst is C(Cl)Cl. The product is [CH3:11][O:12][C:13](=[O:29])[CH2:14][O:15][CH2:16][CH2:17][CH2:18][CH2:19][N:20]1[C:25](=[O:26])[CH2:24][CH2:23][CH2:22][C@@H:21]1[CH:27]=[O:28]. The yield is 0.400. (6) The reactants are C(O/[CH:4]=[CH:5]/[C:6](=O)[C:7]([F:13])([F:12])[C:8]([F:11])([F:10])[F:9])C.[CH3:15][S:16][CH:17]([CH3:25])/[CH:18]=[CH:19]/[N:20]1CCCC1.C([O-])(=O)C.[NH4+].O. The catalyst is C(OCC)C. The product is [CH3:15][S:16][CH:17]([C:18]1[CH:4]=[CH:5][C:6]([C:7]([F:12])([F:13])[C:8]([F:9])([F:10])[F:11])=[N:20][CH:19]=1)[CH3:25]. The yield is 0.120. (7) The reactants are [O:1]=[C:2]1[CH2:10][C:9]2[C:4](=[CH:5][CH:6]=[C:7]([C:11]([C:13]3[CH:14]=[C:15]([NH:19][C:20]([C:22]4[N:23]([CH2:28][CH3:29])[N:24]=[C:25]([CH3:27])[CH:26]=4)=[O:21])[CH:16]=[CH:17][CH:18]=3)=[O:12])[CH:8]=2)[NH:3]1.[CH:30](OCC)=[O:31].[O-]CC.[Na+].Cl. The catalyst is C(O)C. The product is [OH:31][CH:30]=[C:10]1[C:9]2[C:4](=[CH:5][CH:6]=[C:7]([C:11]([C:13]3[CH:14]=[C:15]([NH:19][C:20]([C:22]4[N:23]([CH2:28][CH3:29])[N:24]=[C:25]([CH3:27])[CH:26]=4)=[O:21])[CH:16]=[CH:17][CH:18]=3)=[O:12])[CH:8]=2)[NH:3][C:2]1=[O:1]. The yield is 0.570.